From a dataset of Catalyst prediction with 721,799 reactions and 888 catalyst types from USPTO. Predict which catalyst facilitates the given reaction. (1) Reactant: [OH-].[Li+].[O:3]=[C:4]1[NH:8][C:7]([C:9]([O:11]C)=[O:10])=[CH:6][N:5]1[CH:13]1[CH2:18][CH2:17][N:16]([C:19]([NH:21][C@@H:22]2[N:28]=[C:27]([C:29]3[CH:34]=[CH:33][CH:32]=[CH:31][CH:30]=3)[C:26]3[CH:35]=[CH:36][CH:37]=[CH:38][C:25]=3[N:24]([CH2:39][C:40]([F:43])([F:42])[F:41])[C:23]2=[O:44])=[O:20])[CH2:15][CH2:14]1. Product: [O:3]=[C:4]1[NH:8][C:7]([C:9]([OH:11])=[O:10])=[CH:6][N:5]1[CH:13]1[CH2:18][CH2:17][N:16]([C:19]([NH:21][C@@H:22]2[N:28]=[C:27]([C:29]3[CH:34]=[CH:33][CH:32]=[CH:31][CH:30]=3)[C:26]3[CH:35]=[CH:36][CH:37]=[CH:38][C:25]=3[N:24]([CH2:39][C:40]([F:43])([F:42])[F:41])[C:23]2=[O:44])=[O:20])[CH2:15][CH2:14]1. The catalyst class is: 72. (2) Reactant: Cl.[NH2:2][CH:3]([CH2:16][C:17]1[CH:22]=[CH:21][C:20]([O:23][CH2:24][CH3:25])=[C:19]([O:26][CH2:27][CH3:28])[CH:18]=1)[CH2:4][N:5]1[C:13](=[O:14])[C:12]2[C:7](=[CH:8][CH:9]=[CH:10][CH:11]=2)[C:6]1=[O:15].[CH:29](OCC)=[O:30].C(N(CC)CC)C.C(O)=O. Product: [CH2:27]([O:26][C:19]1[CH:18]=[C:17]([CH2:16][CH:3]([NH:2][CH:29]=[O:30])[CH2:4][N:5]2[C:6](=[O:15])[C:7]3[C:12](=[CH:11][CH:10]=[CH:9][CH:8]=3)[C:13]2=[O:14])[CH:22]=[CH:21][C:20]=1[O:23][CH2:24][CH3:25])[CH3:28]. The catalyst class is: 38. (3) Reactant: [Br:1][C:2]1[CH:3]=[CH:4][C:5]([SH:8])=[N:6][CH:7]=1.Br[CH:10]1[CH2:14][CH2:13][CH2:12][CH2:11]1. Product: [Br:1][C:2]1[CH:3]=[CH:4][C:5]([S:8][CH:10]2[CH2:14][CH2:13][CH2:12][CH2:11]2)=[N:6][CH:7]=1. The catalyst class is: 16. (4) Reactant: C([O:4][C@@H:5]1[C@H:9]([O:10][CH2:11][C:12]2[CH:17]=[CH:16][CH:15]=[CH:14][CH:13]=2)[C@:8]([CH2:20][O:21][CH2:22][C:23]2[CH:28]=[CH:27][CH:26]=[CH:25][CH:24]=2)([CH:18]=[CH2:19])[O:7][C@H:6]1[N:29]1[CH:34]=[CH:33][C:32]([NH2:35])=[N:31][C:30]1=[O:36])(=O)C.CO. Product: [NH2:35][C:32]1[CH:33]=[CH:34][N:29]([C@H:6]2[C@H:5]([OH:4])[C@H:9]([O:10][CH2:11][C:12]3[CH:17]=[CH:16][CH:15]=[CH:14][CH:13]=3)[C@:8]([CH2:20][O:21][CH2:22][C:23]3[CH:24]=[CH:25][CH:26]=[CH:27][CH:28]=3)([CH:18]=[CH2:19])[O:7]2)[C:30](=[O:36])[N:31]=1. The catalyst class is: 328. (5) Reactant: C1([O:6][C:7]2[CH:8]=[C:9]([N:15]([CH2:25][C:26]3[CH:27]=[N:28][CH:29]=[CH:30][CH:31]=3)[C:16]3[CH:17]=[C:18]([CH:22]=[CH:23][CH:24]=3)[C:19]([OH:21])=[O:20])[CH:10]=[CH:11][C:12]=2[O:13][CH3:14])CCCC1.[Al+3].[Cl-].[Cl-].[Cl-]. Product: [OH:6][C:7]1[CH:8]=[C:9]([N:15]([CH2:25][C:26]2[CH:27]=[N:28][CH:29]=[CH:30][CH:31]=2)[C:16]2[CH:17]=[C:18]([CH:22]=[CH:23][CH:24]=2)[C:19]([OH:21])=[O:20])[CH:10]=[CH:11][C:12]=1[O:13][CH3:14]. The catalyst class is: 34. (6) Reactant: [NH2:1][C:2]1[CH:10]=[CH:9][C:5]([C:6](Cl)=[O:7])=[CH:4][C:3]=1[N+:11]([O-:13])=[O:12].[NH2:14][C:15]1[CH:20]=[C:19]([CH3:21])[CH:18]=[CH:17][N:16]=1.CO. Product: [CH3:21][C:19]1[CH:18]=[CH:17][N:16]=[C:15]([NH:14][C:6](=[O:7])[C:5]2[CH:9]=[CH:10][C:2]([NH2:1])=[C:3]([N+:11]([O-:13])=[O:12])[CH:4]=2)[CH:20]=1. The catalyst class is: 1.